This data is from Full USPTO retrosynthesis dataset with 1.9M reactions from patents (1976-2016). The task is: Predict the reactants needed to synthesize the given product. (1) Given the product [CH2:29]([N:21]([CH2:22][C:23]1[CH:24]=[CH:25][CH:26]=[CH:27][CH:28]=1)[C@H:12]([CH2:13][C:14]1[CH:19]=[CH:18][CH:17]=[CH:16][C:15]=1[F:20])/[CH:11]=[CH:10]/[C:5]1[N:6]=[CH:7][CH:8]=[CH:9][C:4]=1[C:3]([OH:36])=[O:2])[C:30]1[CH:35]=[CH:34][CH:33]=[CH:32][CH:31]=1, predict the reactants needed to synthesize it. The reactants are: C[O:2][C:3](=[O:36])[C:4]1[CH:9]=[CH:8][CH:7]=[N:6][C:5]=1/[CH:10]=[CH:11]/[C@H:12]([N:21]([CH2:29][C:30]1[CH:35]=[CH:34][CH:33]=[CH:32][CH:31]=1)[CH2:22][C:23]1[CH:28]=[CH:27][CH:26]=[CH:25][CH:24]=1)[CH2:13][C:14]1[CH:19]=[CH:18][CH:17]=[CH:16][C:15]=1[F:20].[OH-].[Li+].Cl. (2) The reactants are: [C:1]([C:5]1[CH:10]=[CH:9][CH:8]=[CH:7][C:6]=1[N:11]1[CH2:16][CH2:15][N:14]([C:17](=[O:28])[C:18]([NH:20][C:21]2[CH:26]=[CH:25][C:24]([OH:27])=[CH:23][CH:22]=2)=[O:19])[CH2:13][CH2:12]1)([CH3:4])([CH3:3])[CH3:2].Br[CH2:30][C:31]([O:33][CH3:34])=[O:32].C(=O)([O-])[O-].[K+].[K+].O. Given the product [C:1]([C:5]1[CH:10]=[CH:9][CH:8]=[CH:7][C:6]=1[N:11]1[CH2:12][CH2:13][N:14]([C:17](=[O:28])[C:18]([NH:20][C:21]2[CH:22]=[CH:23][C:24]([O:27][CH2:30][C:31]([O:33][CH3:34])=[O:32])=[CH:25][CH:26]=2)=[O:19])[CH2:15][CH2:16]1)([CH3:4])([CH3:2])[CH3:3], predict the reactants needed to synthesize it. (3) The reactants are: [H-].[Na+].[CH3:3][C:4]([CH3:8])=[CH:5][CH2:6][OH:7].Br[CH2:10][C:11]1[N:16]=[C:15]([NH2:17])[N:14]=[C:13]([NH2:18])[C:12]=1[C:19]1[CH:24]=[CH:23][C:22]([NH:25][CH2:26][C:27]2[CH:32]=[CH:31][C:30]([S:33]([CH3:36])(=[O:35])=[O:34])=[CH:29][CH:28]=2)=[CH:21][CH:20]=1.CN1C(=O)N(C)CCC1. Given the product [CH3:3][C:4]([CH3:8])=[CH:5][CH2:6][O:7][CH2:10][C:11]1[N:16]=[C:15]([NH2:17])[N:14]=[C:13]([NH2:18])[C:12]=1[C:19]1[CH:20]=[CH:21][C:22]([NH:25][CH2:26][C:27]2[CH:32]=[CH:31][C:30]([S:33]([CH3:36])(=[O:35])=[O:34])=[CH:29][CH:28]=2)=[CH:23][CH:24]=1, predict the reactants needed to synthesize it. (4) The reactants are: Br[C:2]([F:9])([F:8])[C:3]([O:5][CH2:6][CH3:7])=[O:4].[C:10]([O:14][CH2:15][CH3:16])(=[O:13])[CH:11]=[CH2:12].CN(CCN(C)C)C.[Cl-].[NH4+]. Given the product [F:8][C:2]([F:9])([CH2:12][CH2:11][C:10]([O:14][CH2:15][CH3:16])=[O:13])[C:3]([O:5][CH2:6][CH3:7])=[O:4], predict the reactants needed to synthesize it. (5) Given the product [CH3:19][N:18]([CH3:20])[C:9]1([C:12]2[CH:17]=[CH:16][CH:15]=[CH:14][CH:13]=2)[CH2:10][CH2:11][C:6]2([CH2:30][C:29](=[O:31])[NH:27][CH2:5]2)[CH2:7][CH2:8]1, predict the reactants needed to synthesize it. The reactants are: C(OC(=O)[CH2:5][CH:6]1[CH2:11][CH2:10][C:9]([N:18]([CH3:20])[CH3:19])([C:12]2[CH:17]=[CH:16][CH:15]=[CH:14][CH:13]=2)[CH2:8][CH:7]1C[N+]([O-])=O)C.[Cl-].[NH4+:27].O.[CH2:29]([OH:31])[CH3:30]. (6) Given the product [Cl:18][C:14]1[CH:13]=[C:12]([N:8]2[C:9](=[O:11])[NH:10][C:6]([C:4]([OH:5])=[O:3])=[N:7]2)[CH:17]=[CH:16][CH:15]=1, predict the reactants needed to synthesize it. The reactants are: C([O:3][C:4]([C:6]1[NH:10][C:9](=[O:11])[N:8]([C:12]2[CH:17]=[CH:16][CH:15]=[C:14]([Cl:18])[CH:13]=2)[N:7]=1)=[O:5])C.[Li+].[OH-].CO.